From a dataset of Forward reaction prediction with 1.9M reactions from USPTO patents (1976-2016). Predict the product of the given reaction. (1) Given the reactants C[Si]([N-][Si](C)(C)C)(C)C.[Na+].[Br:11][C:12]1[C:13]([C:20]2[C:21](F)=[N:22][CH:23]=[C:24]([C:26]3[CH:31]=[CH:30][C:29]([CH2:32][N:33]4[CH2:38][CH2:37][CH2:36][CH2:35][CH2:34]4)=[CH:28][CH:27]=3)[CH:25]=2)=[C:14]([NH2:19])[CH:15]=[N:16][C:17]=1[Cl:18], predict the reaction product. The product is: [Br:11][C:12]1[C:13]2[C:20]3[CH:25]=[C:24]([C:26]4[CH:31]=[CH:30][C:29]([CH2:32][N:33]5[CH2:38][CH2:37][CH2:36][CH2:35][CH2:34]5)=[CH:28][CH:27]=4)[CH:23]=[N:22][C:21]=3[NH:19][C:14]=2[CH:15]=[N:16][C:17]=1[Cl:18]. (2) The product is: [CH3:1][C:2](=[CH:4][CH2:5][CH2:6][CH:7]([CH2:9][CH:10]=[O:11])[CH3:8])[CH3:3]. Given the reactants [CH3:1][C:2](=[CH:4][CH2:5][CH2:6][C:7](=[CH:9][CH:10]=[O:11])[CH3:8])[CH3:3].C(O)(C)C, predict the reaction product. (3) Given the reactants [Si](C=[N+]=[N-])(C)(C)[CH3:2].[CH2:8]([O:15][C:16]1[CH:17]=[C:18]2[C:22](=[CH:23][CH:24]=1)[N:21]([CH2:25][CH2:26][C:27]([OH:29])=[O:28])[CH:20]=[CH:19]2)[C:9]1[CH:14]=[CH:13][CH:12]=[CH:11][CH:10]=1.C(O)(=O)C, predict the reaction product. The product is: [CH3:2][O:28][C:27](=[O:29])[CH2:26][CH2:25][N:21]1[C:22]2[C:18](=[CH:17][C:16]([O:15][CH2:8][C:9]3[CH:14]=[CH:13][CH:12]=[CH:11][CH:10]=3)=[CH:24][CH:23]=2)[CH:19]=[CH:20]1. (4) Given the reactants C(OC([O:11][C:12]1([CH2:51][CH3:52])[C:17]2[CH:18]=[C:19]3[N:27]([C:28](=[O:29])[C:16]=2[CH2:15][O:14][C:13]1=[O:50])[CH2:26][C:25]1[C:24]([CH2:30][CH2:31][Si:32]([CH3:45])([CH3:44])[CH2:33][CH2:34][CH2:35][O:36][C:37]([C:39]2[O:40][CH:41]=[CH:42][CH:43]=2)=[O:38])=[C:23]2[CH:46]=[CH:47][CH:48]=[CH:49][C:22]2=[N:21][C:20]3=1)=O)C1C=CC=CC=1.[H][H], predict the reaction product. The product is: [CH2:51]([C:12]1([OH:11])[C:17]2[CH:18]=[C:19]3[N:27]([C:28](=[O:29])[C:16]=2[CH2:15][O:14][C:13]1=[O:50])[CH2:26][C:25]1[C:24]([CH2:30][CH2:31][Si:32]([CH3:45])([CH3:44])[CH2:33][CH2:34][CH2:35][O:36][C:37]([C:39]2[O:40][CH:41]=[CH:42][CH:43]=2)=[O:38])=[C:23]2[CH:46]=[CH:47][CH:48]=[CH:49][C:22]2=[N:21][C:20]3=1)[CH3:52].